Dataset: Forward reaction prediction with 1.9M reactions from USPTO patents (1976-2016). Task: Predict the product of the given reaction. Given the reactants [CH3:1][C:2]([CH3:38])([CH2:7][O:8][C:9]1[CH:14]=[CH:13][C:12]([C:15]2[CH:20]=[CH:19][C:18]([C:21]3[N:22]([CH2:30][O:31][CH2:32][CH2:33][Si:34]([CH3:37])([CH3:36])[CH3:35])[CH:23]=[C:24]([C:26]([F:29])([F:28])[F:27])[N:25]=3)=[CH:17][CH:16]=2)=[CH:11][N:10]=1)[C:3]([O:5]C)=[O:4].[OH-].[Na+].Cl.C(OCC)(=O)C, predict the reaction product. The product is: [CH3:1][C:2]([CH3:38])([CH2:7][O:8][C:9]1[CH:14]=[CH:13][C:12]([C:15]2[CH:16]=[CH:17][C:18]([C:21]3[N:22]([CH2:30][O:31][CH2:32][CH2:33][Si:34]([CH3:36])([CH3:35])[CH3:37])[CH:23]=[C:24]([C:26]([F:29])([F:27])[F:28])[N:25]=3)=[CH:19][CH:20]=2)=[CH:11][N:10]=1)[C:3]([OH:5])=[O:4].